Dataset: Catalyst prediction with 721,799 reactions and 888 catalyst types from USPTO. Task: Predict which catalyst facilitates the given reaction. (1) Reactant: [CH3:1][C:2]([O:5][C:6]([N:8]1[CH2:13][CH2:12][O:11][CH:10]([C:14]([OH:16])=[O:15])[CH2:9]1)=[O:7])([CH3:4])[CH3:3].C(=O)([O-])[O-].[K+].[K+].Br[CH2:24][C:25]1[CH:30]=[CH:29][CH:28]=[CH:27][CH:26]=1.O. Product: [N:8]1([C:6]([O:5][C:2]([CH3:1])([CH3:3])[CH3:4])=[O:7])[CH2:13][CH2:12][O:11][CH:10]([C:14]([O:16][CH2:24][C:25]2[CH:30]=[CH:29][CH:28]=[CH:27][CH:26]=2)=[O:15])[CH2:9]1. The catalyst class is: 204. (2) Reactant: Cl.[CH:2]([C:5]1[O:9][N:8]=[C:7]([CH:10]2[CH2:15][CH2:14][NH:13][CH2:12][CH2:11]2)[N:6]=1)([CH3:4])[CH3:3].C1(C)C=CC=CC=1.C(=O)([O-])[O-].[K+].[K+].[Br:29][C:30]1[CH:31]=[N:32][C:33](Cl)=[C:34]([CH:37]=1)[C:35]#[N:36]. Product: [Br:29][C:30]1[CH:31]=[N:32][C:33]([N:13]2[CH2:14][CH2:15][CH:10]([C:7]3[N:6]=[C:5]([CH:2]([CH3:4])[CH3:3])[O:9][N:8]=3)[CH2:11][CH2:12]2)=[C:34]([CH:37]=1)[C:35]#[N:36]. The catalyst class is: 9.